Dataset: Forward reaction prediction with 1.9M reactions from USPTO patents (1976-2016). Task: Predict the product of the given reaction. (1) Given the reactants [O:1]1[CH2:6][CH2:5][CH2:4][CH2:3][CH:2]1[O:7][CH2:8][C:9]1[C:17]2[O:16][N:15]=[C:14]([CH2:18][CH2:19][CH:20]3[CH2:25][CH2:24][N:23]([C:26]([O:28][C:29]([CH3:32])([CH3:31])[CH3:30])=[O:27])[CH2:22][CH2:21]3)[C:13]=2[CH:12]=[CH:11][C:10]=1[CH:33]=C.I([O-])(=O)(=O)=[O:36].[Na+].C(OCC)(=O)C, predict the reaction product. The product is: [CH:33]([C:10]1[CH:11]=[CH:12][C:13]2[C:14]([CH2:18][CH2:19][CH:20]3[CH2:25][CH2:24][N:23]([C:26]([O:28][C:29]([CH3:32])([CH3:31])[CH3:30])=[O:27])[CH2:22][CH2:21]3)=[N:15][O:16][C:17]=2[C:9]=1[CH2:8][O:7][CH:2]1[CH2:3][CH2:4][CH2:5][CH2:6][O:1]1)=[O:36]. (2) Given the reactants [OH:1][C@@H:2]([C:7]1[C:36]([CH3:37])=[N:35][C:34]2=[CH:38][C:31]3=[N:32][N:33]2[C:8]=1[N:9]1[CH2:43][CH2:42][C:12]([CH3:44])([O:13][CH2:14][CH2:15][CH2:16][CH2:17][C@H:18]([CH3:41])[O:19][C:20]2[CH:21]=[CH:22][C:23]([CH3:40])=[CH:24][C:25]=2[C:26]2[CH:39]=[C:30]3[CH:29]=[CH:28][CH:27]=2)[CH2:11][CH2:10]1)[C:3]([O:5][CH3:6])=[O:4].C(O[C:49]([CH2:52][CH3:53])([CH3:51])[CH3:50])(=O)C.Cl(O)(=O)(=O)=O, predict the reaction product. The product is: [CH3:50][C:49]([O:1][C@@H:2]([C:7]1[C:36]([CH3:37])=[N:35][C:34]2=[CH:38][C:31]3=[N:32][N:33]2[C:8]=1[N:9]1[CH2:43][CH2:42][C:12]([CH3:44])([O:13][CH2:14][CH2:15][CH2:16][CH2:17][C@H:18]([CH3:41])[O:19][C:20]2[CH:21]=[CH:22][C:23]([CH3:40])=[CH:24][C:25]=2[C:26]2[CH:39]=[C:30]3[CH:29]=[CH:28][CH:27]=2)[CH2:11][CH2:10]1)[C:3]([O:5][CH3:6])=[O:4])([CH2:52][CH3:53])[CH3:51].